Dataset: Peptide-MHC class I binding affinity with 185,985 pairs from IEDB/IMGT. Task: Regression. Given a peptide amino acid sequence and an MHC pseudo amino acid sequence, predict their binding affinity value. This is MHC class I binding data. (1) The binding affinity (normalized) is 0.166. The MHC is Mamu-A01 with pseudo-sequence Mamu-A01. The peptide sequence is PTNTPEAL. (2) The binding affinity (normalized) is 0.0847. The MHC is HLA-A68:02 with pseudo-sequence HLA-A68:02. The peptide sequence is VQKVNPAPK. (3) The peptide sequence is NRSTKGGQQ. The MHC is HLA-A03:01 with pseudo-sequence HLA-A03:01. The binding affinity (normalized) is 0. (4) The peptide sequence is CIAIGIITLY. The MHC is HLA-A26:01 with pseudo-sequence HLA-A26:01. The binding affinity (normalized) is 0.556. (5) The peptide sequence is RGYAFKNL. The MHC is H-2-Db with pseudo-sequence H-2-Db. The binding affinity (normalized) is 0.533. (6) The peptide sequence is KHDEEFCDM. The MHC is HLA-B46:01 with pseudo-sequence HLA-B46:01. The binding affinity (normalized) is 0.0847. (7) The peptide sequence is RSCTMPPLR. The MHC is HLA-A31:01 with pseudo-sequence HLA-A31:01. The binding affinity (normalized) is 0.780. (8) The peptide sequence is FRRRKRMGF. The MHC is HLA-B39:01 with pseudo-sequence HLA-B39:01. The binding affinity (normalized) is 0.0847. (9) The peptide sequence is AIHPFALLL. The MHC is HLA-B57:01 with pseudo-sequence HLA-B57:01. The binding affinity (normalized) is 0.0847.